This data is from Reaction yield outcomes from USPTO patents with 853,638 reactions. The task is: Predict the reaction yield, written as a fraction of the theoretical maximum amount of product (1.0 means a 100% yield; for example, 0.34 means a 34% yield). (1) The reactants are [Br:1][C:2]1[CH:7]=[CH:6][CH:5]=[CH:4][C:3]=1[CH2:8][C:9]([O:11][CH3:12])=[O:10].[Li+].C[Si]([N-][Si](C)(C)C)(C)C.N1([C:28](=[O:30])[CH3:29])C=CN=C1.CN(C=O)C. The catalyst is C1COCC1. The product is [Br:1][C:2]1[CH:7]=[CH:6][CH:5]=[CH:4][C:3]=1[CH:8]([C:28](=[O:30])[CH3:29])[C:9]([O:11][CH3:12])=[O:10]. The yield is 0.880. (2) The reactants are [Br:1][CH:2]1[C:10]2([CH2:15][CH2:14][N:13]([C:16]([O:18][CH2:19][C:20]3[CH:25]=[CH:24][CH:23]=[CH:22][CH:21]=3)=[O:17])[CH2:12][CH2:11]2)[CH2:9][C:8]2[CH:7]=[N:6][N:5]([C:26]([CH3:29])([CH3:28])[CH3:27])[C:4]=2[CH:3]1[OH:30].CC(C)=O.OS(O)(=O)=O.O=[Cr](=O)=O. The catalyst is CC(C)=O. The product is [Br:1][CH:2]1[C:10]2([CH2:15][CH2:14][N:13]([C:16]([O:18][CH2:19][C:20]3[CH:25]=[CH:24][CH:23]=[CH:22][CH:21]=3)=[O:17])[CH2:12][CH2:11]2)[CH2:9][C:8]2[CH:7]=[N:6][N:5]([C:26]([CH3:28])([CH3:27])[CH3:29])[C:4]=2[C:3]1=[O:30]. The yield is 0.870. (3) The reactants are [CH:1]([N:4]1[CH2:9][CH2:8][N:7]([C:10]2[CH:15]=[CH:14][C:13]([N+:16]([O-])=O)=[CH:12][N:11]=2)[CH2:6][CH2:5]1)([CH3:3])[CH3:2].O.O.[Sn](Cl)Cl.Cl. The catalyst is CO. The product is [CH:1]([N:4]1[CH2:5][CH2:6][N:7]([C:10]2[N:11]=[CH:12][C:13]([NH2:16])=[CH:14][CH:15]=2)[CH2:8][CH2:9]1)([CH3:3])[CH3:2]. The yield is 0.860. (4) The catalyst is CS(C)=O. The reactants are C(O[C:4](=O)[CH2:5][C:6]1[CH:11]=[CH:10][C:9]([Br:12])=[CH:8][CH:7]=1)C.[H-].[Na+].[C:16]([O:20][C:21](=[O:27])[NH:22][CH2:23][CH2:24][CH2:25]Br)([CH3:19])([CH3:18])[CH3:17]. The product is [CH2:16]([O:20][C:21](=[O:27])[CH2:4][CH:5]([C:6]1[CH:7]=[CH:8][C:9]([Br:12])=[CH:10][CH:11]=1)[CH2:25][CH2:24][CH2:23][NH:22][C:21]([O:20][C:16]([CH3:19])([CH3:18])[CH3:17])=[O:27])[CH3:17]. The yield is 0.740. (5) The reactants are [NH2:1][C:2]1[CH:43]=[CH:42][C:5]([C:6]([N:8]([C:10]2[CH:15]=[CH:14][CH:13]=[C:12]([NH:16][C:17]3[N:22]=[C:21]([C:23]4[C:31]5[C:26](=[CH:27][CH:28]=[CH:29][CH:30]=5)[N:25](S(C5C=CC=CC=5)(=O)=O)[CH:24]=4)[C:20]([Cl:41])=[CH:19][N:18]=3)[CH:11]=2)[CH3:9])=[O:7])=[CH:4][CH:3]=1.[OH-].[Na+]. The catalyst is O1CCOCC1.CCOC(C)=O.[NH4+].[Cl-].O. The product is [NH2:1][C:2]1[CH:43]=[CH:42][C:5]([C:6]([N:8]([C:10]2[CH:15]=[CH:14][CH:13]=[C:12]([NH:16][C:17]3[N:22]=[C:21]([C:23]4[C:31]5[C:26](=[CH:27][CH:28]=[CH:29][CH:30]=5)[NH:25][CH:24]=4)[C:20]([Cl:41])=[CH:19][N:18]=3)[CH:11]=2)[CH3:9])=[O:7])=[CH:4][CH:3]=1. The yield is 1.00. (6) The product is [CH3:8][O:9][CH:10]1[O:5][CH2:4][CH:3]([CH2:6][OH:7])[CH2:2][O:1]1. The catalyst is C(N(CC)CC)C. The yield is 0.591. The reactants are [OH:1][CH2:2][CH:3]([CH2:6][OH:7])[CH2:4][OH:5].[CH:8](OC)(OC)[O:9][CH3:10].O.C1(C)C=CC(S(O)(=O)=O)=CC=1. (7) The reactants are C([O:5][C:6](=[O:30])[CH2:7][O:8][C:9]1[CH:14]=[CH:13][C:12]([C:15]2[N:16]([CH2:28][CH3:29])[C:17]3[C:22]([C:23]=2[C:24]#[N:25])=[CH:21][CH:20]=[C:19]([O:26][CH3:27])[CH:18]=3)=[CH:11][CH:10]=1)(C)(C)C. The catalyst is C(O)(C(F)(F)F)=O.C(Cl)Cl. The product is [C:24]([C:23]1[C:22]2[C:17](=[CH:18][C:19]([O:26][CH3:27])=[CH:20][CH:21]=2)[N:16]([CH2:28][CH3:29])[C:15]=1[C:12]1[CH:13]=[CH:14][C:9]([O:8][CH2:7][C:6]([OH:30])=[O:5])=[CH:10][CH:11]=1)#[N:25]. The yield is 0.990. (8) The reactants are [CH3:1][C:2]([CH3:8])([CH3:7])[C:3]([NH:5][NH2:6])=[O:4].Cl[C:10](=[O:15])[C:11]([O:13][CH3:14])=[O:12]. The catalyst is ClCCl.O. The product is [CH3:1][C:2]([CH3:8])([CH3:7])[C:3]([NH:5][NH:6][C:10](=[O:15])[C:11]([O:13][CH3:14])=[O:12])=[O:4]. The yield is 0.580.